This data is from Reaction yield outcomes from USPTO patents with 853,638 reactions. The task is: Predict the reaction yield, written as a fraction of the theoretical maximum amount of product (1.0 means a 100% yield; for example, 0.34 means a 34% yield). The reactants are Br[C:2]1[CH:3]=[CH:4][C:5]([N+:8]([O-:10])=[O:9])=[N:6][CH:7]=1.[CH3:11][C@H:12]1[CH2:17][NH:16][CH2:15][CH2:14][N:13]1[C:18]([O:20][C:21]([CH3:24])([CH3:23])[CH3:22])=[O:19]. No catalyst specified. The product is [CH3:11][C@H:12]1[CH2:17][N:16]([C:2]2[CH:7]=[N:6][C:5]([N+:8]([O-:10])=[O:9])=[CH:4][CH:3]=2)[CH2:15][CH2:14][N:13]1[C:18]([O:20][C:21]([CH3:22])([CH3:24])[CH3:23])=[O:19]. The yield is 0.400.